This data is from Catalyst prediction with 721,799 reactions and 888 catalyst types from USPTO. The task is: Predict which catalyst facilitates the given reaction. Reactant: CO[C:3](=[O:14])[C:4]1[C:9]([Cl:10])=[CH:8][C:7]([Br:11])=[CH:6][C:5]=1[CH2:12]Br.[CH2:15]([C:17]1[CH:24]=[CH:23][C:20]([CH2:21][NH2:22])=[CH:19][CH:18]=1)[CH3:16].C([O-])([O-])=O.[K+].[K+].C(OCC)(=O)C. Product: [Br:11][C:7]1[CH:6]=[C:5]2[C:4](=[C:9]([Cl:10])[CH:8]=1)[C:3](=[O:14])[N:22]([CH2:21][C:20]1[CH:23]=[CH:24][C:17]([CH2:15][CH3:16])=[CH:18][CH:19]=1)[CH2:12]2. The catalyst class is: 345.